The task is: Predict the product of the given reaction.. This data is from Forward reaction prediction with 1.9M reactions from USPTO patents (1976-2016). (1) Given the reactants [O:1]=[C:2]1[NH:7][CH2:6][CH:5]([C:8](OCC)=[O:9])[CH2:4][CH2:3]1.CC(C[AlH]CC(C)C)C.CO, predict the reaction product. The product is: [OH:9][CH2:8][CH:5]1[CH2:6][NH:7][C:2](=[O:1])[CH2:3][CH2:4]1. (2) Given the reactants Br[C:2]1[C:3]([O:13][CH3:14])=[C:4]([C:10](=[O:12])[CH3:11])[CH:5]=[C:6]([Cl:9])[C:7]=1[CH3:8].[F:15][C:16]1[CH:21]=[CH:20][C:19](B(O)O)=[CH:18][C:17]=1[C:25]([O:27][CH3:28])=[O:26].O.N#N, predict the reaction product. The product is: [C:10]([C:4]1[C:3]([O:13][CH3:14])=[C:2]([C:19]2[CH:20]=[CH:21][C:16]([F:15])=[C:17]([C:25]([O:27][CH3:28])=[O:26])[CH:18]=2)[C:7]([CH3:8])=[C:6]([Cl:9])[CH:5]=1)(=[O:12])[CH3:11].